From a dataset of NCI-60 drug combinations with 297,098 pairs across 59 cell lines. Regression. Given two drug SMILES strings and cell line genomic features, predict the synergy score measuring deviation from expected non-interaction effect. Drug 1: C1CCN(CC1)CCOC2=CC=C(C=C2)C(=O)C3=C(SC4=C3C=CC(=C4)O)C5=CC=C(C=C5)O. Drug 2: C1CCC(CC1)NC(=O)N(CCCl)N=O. Cell line: NCI/ADR-RES. Synergy scores: CSS=36.0, Synergy_ZIP=2.54, Synergy_Bliss=2.91, Synergy_Loewe=1.58, Synergy_HSA=1.78.